From a dataset of Reaction yield outcomes from USPTO patents with 853,638 reactions. Predict the reaction yield, written as a fraction of the theoretical maximum amount of product (1.0 means a 100% yield; for example, 0.34 means a 34% yield). (1) The reactants are [F:1][C:2]1[CH:3]=[C:4]([CH:40]=[C:41]([F:43])[CH:42]=1)[CH2:5][C:6]1[CH:7]=[C:8]2[C:12](=[CH:13][CH:14]=1)[NH:11][N:10]=[C:9]2[NH:15][C:16](=[O:39])[C:17]1[CH:22]=[CH:21][C:20]([N+:23]([O-])=O)=[CH:19][C:18]=1[N:26]([CH:33]1[CH2:38][CH2:37][O:36][CH2:35][CH2:34]1)[C:27](=[O:32])[C:28]([F:31])([F:30])[F:29].C1CCCCC=1. The catalyst is [Pd].O1CCOCC1. The product is [F:43][C:41]1[CH:40]=[C:4]([CH:3]=[C:2]([F:1])[CH:42]=1)[CH2:5][C:6]1[CH:7]=[C:8]2[C:12](=[CH:13][CH:14]=1)[NH:11][N:10]=[C:9]2[NH:15][C:16](=[O:39])[C:17]1[CH:22]=[CH:21][C:20]([NH2:23])=[CH:19][C:18]=1[N:26]([CH:33]1[CH2:34][CH2:35][O:36][CH2:37][CH2:38]1)[C:27](=[O:32])[C:28]([F:31])([F:29])[F:30]. The yield is 0.820. (2) The reactants are Br[C:2]1[C:6]2[CH:7]=[C:8]([F:11])[CH:9]=[CH:10][C:5]=2[S:4][CH:3]=1.[Mg].II.[C:15]([O:19][C:20]([N:22]1[CH2:26][CH2:25][C:24]([CH2:29][CH2:30][C:31]([CH3:34])([CH3:33])[CH3:32])([CH:27]=[O:28])[CH2:23]1)=[O:21])([CH3:18])([CH3:17])[CH3:16]. The catalyst is O1CCCC1. The product is [C:15]([O:19][C:20]([N:22]1[CH2:26][CH2:25][C:24]([CH2:29][CH2:30][C:31]([CH3:34])([CH3:33])[CH3:32])([CH:27]([C:2]2[C:6]3[CH:7]=[C:8]([F:11])[CH:9]=[CH:10][C:5]=3[S:4][CH:3]=2)[OH:28])[CH2:23]1)=[O:21])([CH3:18])([CH3:17])[CH3:16]. The yield is 0.210. (3) The reactants are [C:1]([C:4]1[CH:27]=[CH:26][C:7]([O:8][CH2:9][C:10]2[CH:25]=[CH:24][C:13]([C:14]([C:16]3[CH:17]=[N:18][CH:19]=[C:20]([CH:23]=3)[C:21]#[N:22])=[O:15])=[CH:12][CH:11]=2)=[C:6]([CH2:28][CH2:29][CH3:30])[C:5]=1[OH:31])(=[O:3])[CH3:2].Cl. The catalyst is C(O)(=O)C.[Zn]. The product is [C:1]([C:4]1[CH:27]=[CH:26][C:7]([O:8][CH2:9][C:10]2[CH:11]=[CH:12][C:13]([CH:14]([OH:15])[C:16]3[CH:17]=[N:18][CH:19]=[C:20]([CH:23]=3)[C:21]#[N:22])=[CH:24][CH:25]=2)=[C:6]([CH2:28][CH2:29][CH3:30])[C:5]=1[OH:31])(=[O:3])[CH3:2]. The yield is 0.620. (4) The reactants are [CH:1]1[C:10]2[C:5](=[CH:6][CH:7]=[CH:8][CH:9]=2)[CH:4]=[CH:3][C:2]=1[OH:11].C(=O)([O-])[O-].[K+].[K+].[CH2:18]([CH:20]1[O:22][CH2:21]1)Cl. The catalyst is [I-].C([N+](CCCC)(CCCC)CCCC)CCC.ClCCl.O. The product is [CH2:18]([O:11][C:2]1[CH:3]=[CH:4][C:5]2[C:10](=[CH:9][CH:8]=[CH:7][CH:6]=2)[CH:1]=1)[CH:20]1[O:22][CH2:21]1. The yield is 0.510. (5) The reactants are Br[C:2]1[CH:3]=[C:4]2[C:10]([C:11]([C:13]3[CH:14]=[C:15]([NH:20][C:21]([NH:23][CH2:24][CH2:25][CH2:26][CH3:27])=[O:22])[CH:16]=[CH:17][C:18]=3[F:19])=[O:12])=[CH:9][NH:8][C:5]2=[N:6][CH:7]=1.[N:28]1[CH:33]=[CH:32][CH:31]=[C:30](B(O)O)[CH:29]=1.C(#N)C. The catalyst is C(=O)([O-])[O-].[K+].[K+].O.C1C=CC([P]([Pd]([P](C2C=CC=CC=2)(C2C=CC=CC=2)C2C=CC=CC=2)([P](C2C=CC=CC=2)(C2C=CC=CC=2)C2C=CC=CC=2)[P](C2C=CC=CC=2)(C2C=CC=CC=2)C2C=CC=CC=2)(C2C=CC=CC=2)C2C=CC=CC=2)=CC=1. The product is [CH2:24]([NH:23][C:21]([NH:20][C:15]1[CH:16]=[CH:17][C:18]([F:19])=[C:13]([C:11]([C:10]2[C:4]3[C:5](=[N:6][CH:7]=[C:2]([C:30]4[CH:29]=[N:28][CH:33]=[CH:32][CH:31]=4)[CH:3]=3)[NH:8][CH:9]=2)=[O:12])[CH:14]=1)=[O:22])[CH2:25][CH2:26][CH3:27]. The yield is 0.610.